From a dataset of Forward reaction prediction with 1.9M reactions from USPTO patents (1976-2016). Predict the product of the given reaction. (1) Given the reactants [CH3:1][C:2]([CH3:30])([CH3:29])[C:3]([O:5][NH:6][C@H:7]([C:26]([OH:28])=[O:27])[CH2:8][S:9][C:10]1[CH:15]=[CH:14][CH:13]=[C:12]([O:16][C:17]2[CH:22]=[CH:21][CH:20]=[CH:19][CH:18]=2)[C:11]=1[N+:23]([O-])=O)=[O:4], predict the reaction product. The product is: [NH2:23][C:11]1[C:12]([O:16][C:17]2[CH:18]=[CH:19][CH:20]=[CH:21][CH:22]=2)=[CH:13][CH:14]=[CH:15][C:10]=1[S:9][CH2:8][C@@H:7]([C:26]([OH:28])=[O:27])[NH:6][O:5][C:3](=[O:4])[C:2]([CH3:29])([CH3:30])[CH3:1]. (2) Given the reactants [CH3:1][N:2]1[CH2:26][CH2:25][C:5]2[N:6]([CH2:14][C:15]([C:19]3[CH:24]=[CH:23][N:22]=[CH:21][CH:20]=3)(O)[CH2:16][CH3:17])[C:7]3[CH:8]=[CH:9][C:10]([CH3:13])=[CH:11][C:12]=3[C:4]=2[CH2:3]1.CN(C=O)C.S(Cl)(Cl)=O.C(=O)(O)[O-].[Na+], predict the reaction product. The product is: [CH3:1][N:2]1[CH2:26][CH2:25][C:5]2[N:6](/[CH:14]=[C:15](\[C:19]3[CH:20]=[CH:21][N:22]=[CH:23][CH:24]=3)/[CH2:16][CH3:17])[C:7]3[CH:8]=[CH:9][C:10]([CH3:13])=[CH:11][C:12]=3[C:4]=2[CH2:3]1. (3) Given the reactants C(O)CC.Cl.[CH3:6][O:7][NH2:8].[O:9]1[CH:13]=[CH:12][C:11]([C:14]([C:16]2[CH:21]=[CH:20][CH:19]=[CH:18][C:17]=2[CH2:22][O:23][C:24]2[CH:29]=[C:28]([CH3:30])[CH:27]=[CH:26][C:25]=2[CH3:31])=O)=[N:10]1, predict the reaction product. The product is: [CH3:6][O:7][N:8]=[C:14]([C:11]1[CH:12]=[CH:13][O:9][N:10]=1)[C:16]1[CH:21]=[CH:20][CH:19]=[CH:18][C:17]=1[CH2:22][O:23][C:24]1[CH:29]=[C:28]([CH3:30])[CH:27]=[CH:26][C:25]=1[CH3:31]. (4) Given the reactants [CH2:1]([N:3]1[CH:11]=[C:10]2[C:5]([CH:6]=[CH:7][CH:8]=[CH:9]2)=[N:4]1)[CH3:2].[Br:12]Br.O, predict the reaction product. The product is: [CH2:1]([N:3]1[C:11]([Br:12])=[C:10]2[C:5]([CH:6]=[CH:7][CH:8]=[CH:9]2)=[N:4]1)[CH3:2]. (5) Given the reactants [Cl:1][C:2]1[C:7]([C:8]([O:10]CC)=[O:9])=[CH:6][N:5]=[C:4]2[NH:13][CH:14]=[CH:15][C:3]=12.[OH-].[Na+].Cl, predict the reaction product. The product is: [Cl:1][C:2]1[C:7]([C:8]([OH:10])=[O:9])=[CH:6][N:5]=[C:4]2[NH:13][CH:14]=[CH:15][C:3]=12. (6) Given the reactants N#N.Cl.[F:4][C@H:5]1[CH2:9][CH2:8][NH:7][CH2:6]1.Br[CH2:11][CH2:12][CH2:13][C:14]#[N:15].C([O-])([O-])=O.[K+].[K+], predict the reaction product. The product is: [F:4][C@H:5]1[CH2:9][CH2:8][N:7]([CH2:11][CH2:12][CH2:13][CH2:14][NH2:15])[CH2:6]1. (7) Given the reactants [O:1]=[C:2]1[C:10]2[C:5](=[CH:6][CH:7]=[CH:8][CH:9]=2)[C:4](=[O:11])[N:3]1[CH:12]1[CH2:17][CH2:16][C:15]([CH3:23])([C:18]([O:20][CH2:21][CH3:22])=[O:19])[CH2:14][CH2:13]1.[CH2:24](C1(C(OCC)=O)CCC(O)CC1)[CH:25]=C, predict the reaction product. The product is: [CH2:21]([O:20][C:18]([C:15]1([CH2:23][CH:24]=[CH2:25])[CH2:16][CH2:17][CH:12]([N:3]2[C:4](=[O:11])[C:5]3[C:10](=[CH:9][CH:8]=[CH:7][CH:6]=3)[C:2]2=[O:1])[CH2:13][CH2:14]1)=[O:19])[CH3:22]. (8) Given the reactants [CH:1]1([NH:4][C:5](=[O:35])[C:6]2[CH:11]=[CH:10][C:9]([CH3:12])=[C:8]([C:13]3[CH:14]=[C:15]4[C:20](=[CH:21][CH:22]=3)[C:19](=[O:23])[N:18]([CH2:24][CH:25]3[CH2:27][CH2:26]3)[CH:17]=[C:16]4[CH2:28][NH:29][CH2:30][CH2:31][N:32]([CH3:34])[CH3:33])[CH:7]=2)[CH2:3][CH2:2]1.C=O.[C:38](O[BH-](OC(=O)C)OC(=O)C)(=O)C.[Na+], predict the reaction product. The product is: [CH:1]1([NH:4][C:5](=[O:35])[C:6]2[CH:11]=[CH:10][C:9]([CH3:12])=[C:8]([C:13]3[CH:14]=[C:15]4[C:20](=[CH:21][CH:22]=3)[C:19](=[O:23])[N:18]([CH2:24][CH:25]3[CH2:27][CH2:26]3)[CH:17]=[C:16]4[CH2:28][N:29]([CH2:30][CH2:31][N:32]([CH3:34])[CH3:33])[CH3:38])[CH:7]=2)[CH2:2][CH2:3]1. (9) Given the reactants [Cl:1][C:2]1[C:3]([CH2:16][O:17][CH:18]2[CH2:23][CH2:22][CH2:21][CH2:20][CH2:19]2)=[CH:4][C:5]([F:15])=[C:6]([CH:14]=1)[C:7]([O:9]C(C)(C)C)=[O:8].FC(F)(F)C(O)=O, predict the reaction product. The product is: [Cl:1][C:2]1[C:3]([CH2:16][O:17][CH:18]2[CH2:23][CH2:22][CH2:21][CH2:20][CH2:19]2)=[CH:4][C:5]([F:15])=[C:6]([CH:14]=1)[C:7]([OH:9])=[O:8]. (10) Given the reactants [Cl:1][C:2]1[CH:10]=[C:9]2[C:5]([CH:6]=[C:7]([C:12]3[CH:13]=[N:14][CH:15]=[C:16]([CH:18]=[O:19])[CH:17]=3)[N:8]2[CH3:11])=[CH:4][CH:3]=1.ClS([N:24]=[C:25]=O)(=O)=O.CN(C=O)C.C([O-])(O)=O.[Na+].C(N(CC)CC)C, predict the reaction product. The product is: [Cl:1][C:2]1[CH:10]=[C:9]2[C:5]([C:6]([C:25]#[N:24])=[C:7]([C:12]3[CH:13]=[N:14][CH:15]=[C:16]([CH:18]=[O:19])[CH:17]=3)[N:8]2[CH3:11])=[CH:4][CH:3]=1.